Dataset: hERG Central: cardiac toxicity at 1µM, 10µM, and general inhibition. Task: Predict hERG channel inhibition at various concentrations. (1) The drug is CCCCn1c2ccc(C)cc2c2nnc(SCCN3CCCCC3)nc21. Results: hERG_inhib (hERG inhibition (general)): blocker. (2) The molecule is Cc1oc(-c2ccc(-c3ccccc3)cc2)nc1CN1CCN(CC(=O)N(C)C)CC1. Results: hERG_inhib (hERG inhibition (general)): blocker. (3) The drug is Cc1ccccc1CN1CCN(CC(=O)NCCCN2CCN(c3ccc(F)cc3)CC2)C1=O. Results: hERG_inhib (hERG inhibition (general)): blocker. (4) The molecule is Cl.N=c1n(Cc2ccccc2Cl)c2ccccc2n1CC(O)c1ccco1. Results: hERG_inhib (hERG inhibition (general)): blocker. (5) The molecule is CCCCOC(=O)Cn1c(=O)n(CC(=O)OCCCC)c2cc(C)ccc21. Results: hERG_inhib (hERG inhibition (general)): blocker. (6) The drug is COc1ccc(Cn2nnnc2C(c2cc3cc(C)cc(C)c3[nH]c2=O)N2CCOCC2)cc1. Results: hERG_inhib (hERG inhibition (general)): blocker. (7) The compound is COc1ccccc1/C=C/C=N/NC(=O)CN1CCN(S(=O)(=O)c2ccc(C)cc2)CC1. Results: hERG_inhib (hERG inhibition (general)): blocker.